Predict the product of the given reaction. From a dataset of Forward reaction prediction with 1.9M reactions from USPTO patents (1976-2016). (1) Given the reactants [CH:1]1([NH:4][CH2:5][C:6]#[CH:7])[CH2:3][CH2:2]1.[Cl:8][C:9]1[CH:14]=[CH:13][C:12](/[C:15](/[C:32]2[CH:37]=[CH:36][C:35](I)=[CH:34][CH:33]=2)=[CH:16]/[CH2:17][O:18][C:19]2[CH:30]=[CH:29][C:22]([O:23][CH2:24][C:25]([O:27][CH3:28])=[O:26])=[C:21]([CH3:31])[CH:20]=2)=[CH:11][CH:10]=1, predict the reaction product. The product is: [Cl:8][C:9]1[CH:10]=[CH:11][C:12](/[C:15](/[C:32]2[CH:33]=[CH:34][C:35]([C:7]#[C:6][CH2:5][NH:4][CH:1]3[CH2:3][CH2:2]3)=[CH:36][CH:37]=2)=[CH:16]/[CH2:17][O:18][C:19]2[CH:30]=[CH:29][C:22]([O:23][CH2:24][C:25]([O:27][CH3:28])=[O:26])=[C:21]([CH3:31])[CH:20]=2)=[CH:13][CH:14]=1. (2) Given the reactants [N:1]1[CH:6]=[CH:5][CH:4]=[C:3]([CH2:7][CH2:8][NH:9][CH2:10][C:11]2[CH:16]=[CH:15][N:14]=[CH:13][CH:12]=2)[CH:2]=1.C(N(C(C)C)C(C)C)C.CN(C=O)C.[Cl:31][CH2:32][CH2:33][CH2:34]I, predict the reaction product. The product is: [Cl:31][CH2:32][CH2:33][CH2:34][N:9]([CH2:8][CH2:7][C:3]1[CH:2]=[N:1][CH:6]=[CH:5][CH:4]=1)[CH2:10][C:11]1[CH:12]=[CH:13][N:14]=[CH:15][CH:16]=1. (3) Given the reactants [F:1][C:2]1[CH:7]=[CH:6][CH:5]=[CH:4][C:3]=1[CH:8]=[CH:9][C:10]([OH:12])=[O:11], predict the reaction product. The product is: [F:1][C:2]1[CH:7]=[CH:6][CH:5]=[CH:4][C:3]=1[CH2:8][CH2:9][C:10]([OH:12])=[O:11]. (4) Given the reactants [O:1]([C:3]1[CH:4]=[CH:5][C:6]2[N:10]=[N:9][NH:8][C:7]=2[CH:11]=1)[CH3:2].[OH-].[Na+].[Cl:14][CH2:15][CH2:16][CH2:17]Br, predict the reaction product. The product is: [Cl:14][CH2:15][CH2:16][CH2:17][N:8]1[C:7]2[CH:11]=[C:3]([O:1][CH3:2])[CH:4]=[CH:5][C:6]=2[N:10]=[N:9]1. (5) The product is: [C:7]([C:6]1[CH:9]=[C:2]([N:28]2[CH2:29][CH2:30][O:26][C:27]2=[O:31])[CH:3]=[CH:4][C:5]=1[C:10]([N:12]1[CH2:17][CH2:16][N:15]([C:18]2[C:23]([CH3:24])=[CH:22][C:21]([CH3:25])=[CH:20][N:19]=2)[CH2:14][CH2:13]1)=[O:11])#[N:8]. Given the reactants Br[C:2]1[CH:3]=[CH:4][C:5]([C:10]([N:12]2[CH2:17][CH2:16][N:15]([C:18]3[C:23]([CH3:24])=[CH:22][C:21]([CH3:25])=[CH:20][N:19]=3)[CH2:14][CH2:13]2)=[O:11])=[C:6]([CH:9]=1)[C:7]#[N:8].[O:26]1[CH2:30][CH:29]=[N:28][C:27]1=[O:31], predict the reaction product. (6) Given the reactants [OH:1][C:2]1[CH:7]=[CH:6][C:5]([CH2:8][C:9](=[O:13])[C:10]([OH:12])=[O:11])=[CH:4][CH:3]=1.[C:14]([OH:22])(=[O:21])[CH2:15][C:16](C(O)=O)=O.Cl.[NH2:24][OH:25].Cl, predict the reaction product. The product is: [OH:13][C:9]([CH2:8][C:5]1[CH:4]=[CH:3][C:2]([OH:1])=[CH:7][CH:6]=1)([C:10]([OH:12])=[O:11])[CH2:16][C:15](=[N:24][OH:25])[C:14]([OH:22])=[O:21]. (7) The product is: [NH2:1][C:2]1[S:3][C:4]([C:8]([OH:10])=[O:9])=[C:5]([CH3:7])[N:6]=1. Given the reactants [NH2:1][C:2]1[S:3][C:4]([C:8]([O:10]CC)=[O:9])=[C:5]([CH3:7])[N:6]=1.[OH-].[Na+], predict the reaction product. (8) Given the reactants [Br:1][C:2]1[CH:11]=[CH:10][C:5]2[NH:6][C:7](Cl)=[N:8][C:4]=2[CH:3]=1.[NH2:12][C:13]1[CH:14]=[CH:15][CH:16]=[C:17]2[C:22]=1[CH2:21][CH:20]([OH:23])[CH2:19][CH2:18]2, predict the reaction product. The product is: [Br:1][C:2]1[CH:11]=[CH:10][C:5]2[NH:6][C:7]([NH:12][C:13]3[CH:14]=[CH:15][CH:16]=[C:17]4[C:22]=3[CH2:21][CH:20]([OH:23])[CH2:19][CH2:18]4)=[N:8][C:4]=2[CH:3]=1. (9) Given the reactants [F:1][C:2]1[CH:9]=[CH:8][C:5]([CH:6]=O)=[CH:4][CH:3]=1.C(O[CH:13]=[CH:14][C:15]([O:17][CH2:18][CH3:19])=[O:16])C.[NH2:20][C:21]([NH2:23])=[O:22], predict the reaction product. The product is: [CH2:18]([O:17][C:15]([C:14]1[CH:6]([C:5]2[CH:8]=[CH:9][C:2]([F:1])=[CH:3][CH:4]=2)[NH:20][C:21](=[O:22])[NH:23][CH:13]=1)=[O:16])[CH3:19].